From a dataset of Catalyst prediction with 721,799 reactions and 888 catalyst types from USPTO. Predict which catalyst facilitates the given reaction. (1) Product: [CH3:1][O:2][C:3]1[CH:4]=[CH:5][C:6]2[C:10]([O:11][C:12]3[CH:17]=[CH:16][C:15]([O:18][CH2:19][CH2:20][N:21]4[CH2:26][CH2:25][CH2:24][CH2:23][CH2:22]4)=[CH:14][CH:13]=3)=[C:9]([C:40]3[CH:41]=[CH:42][C:37]([C:29]([C:30]4[CH:35]=[CH:34][CH:33]=[CH:32][CH:31]=4)=[O:36])=[CH:38][CH:39]=3)[S:8][C:7]=2[CH:28]=1. Reactant: [CH3:1][O:2][C:3]1[CH:4]=[CH:5][C:6]2[C:10]([O:11][C:12]3[CH:17]=[CH:16][C:15]([O:18][CH2:19][CH2:20][N:21]4[CH2:26][CH2:25][CH2:24][CH2:23][CH2:22]4)=[CH:14][CH:13]=3)=[C:9](Br)[S:8][C:7]=2[CH:28]=1.[C:29]([C:37]1[CH:42]=[CH:41][C:40](B(O)O)=[CH:39][CH:38]=1)(=[O:36])[C:30]1[CH:35]=[CH:34][CH:33]=[CH:32][CH:31]=1.C(=O)([O-])[O-].[Na+].[Na+]. The catalyst class is: 12. (2) The catalyst class is: 703. Reactant: [CH:1]([O:4][C:5]1[CH:6]=[C:7]([CH:13]([OH:16])[CH2:14][CH3:15])[CH:8]=[CH:9][C:10]=1[O:11][CH3:12])([CH3:3])[CH3:2]. Product: [CH:1]([O:4][C:5]1[CH:6]=[C:7]([C:13](=[O:16])[CH2:14][CH3:15])[CH:8]=[CH:9][C:10]=1[O:11][CH3:12])([CH3:3])[CH3:2]. (3) Reactant: [CH3:1][O:2][C:3]1[CH:18]=[CH:17][C:6]([CH2:7][N:8]2[C@H:12]([C:13]([OH:15])=O)[CH2:11][S:10][C:9]2=[O:16])=[CH:5][CH:4]=1.C(OC(C)C)(=O)C.CN1CCOCC1.C(Cl)(=O)C(C)(C)C.[CH3:40][O:41][NH:42][CH3:43]. Product: [CH3:40][O:41][N:42]([CH3:43])[C:13]([C@@H:12]1[CH2:11][S:10][C:9](=[O:16])[N:8]1[CH2:7][C:6]1[CH:5]=[CH:4][C:3]([O:2][CH3:1])=[CH:18][CH:17]=1)=[O:15]. The catalyst class is: 194. (4) Reactant: [Br:1][C:2]1[CH:3]=[C:4]([CH:7]=[CH:8][C:9]=1[OH:10])[CH:5]=[O:6].C([O-])([O-])=O.[K+].[K+].[CH2:17](Br)[CH:18]=[CH2:19]. Product: [CH2:19]([O:10][C:9]1[CH:8]=[CH:7][C:4]([CH:5]=[O:6])=[CH:3][C:2]=1[Br:1])[CH:18]=[CH2:17]. The catalyst class is: 3. (5) Reactant: [NH2:1][CH2:2][CH2:3][C:4]1[CH:5]=[C:6]([CH:9]=[CH:10][C:11]=1[CH2:12]Cl)[C:7]#[N:8]. Product: [CH2:12]1[C:11]2[C:4](=[CH:5][C:6]([CH2:7][NH2:8])=[CH:9][CH:10]=2)[CH2:3][CH2:2][NH:1]1. The catalyst class is: 227. (6) Reactant: [CH3:1][C:2]1[C:10]2[C:5](=[CH:6][CH:7]=[C:8]([C:11]3[N:12]=[N:13][CH:14]=[C:15]([N:17]4[CH2:22][CH2:21][N:20](C(OC(C)(C)C)=O)[CH2:19][CH2:18]4)[N:16]=3)[CH:9]=2)[NH:4][N:3]=1.FC(F)(F)C(O)=O. Product: [CH3:1][C:2]1[C:10]2[C:5](=[CH:6][CH:7]=[C:8]([C:11]3[N:12]=[N:13][CH:14]=[C:15]([N:17]4[CH2:22][CH2:21][NH:20][CH2:19][CH2:18]4)[N:16]=3)[CH:9]=2)[NH:4][N:3]=1. The catalyst class is: 2. (7) Reactant: [CH2:1]([O:3][C:4](=[O:22])[CH2:5][CH:6]([C:15]1[CH:16]=[N:17][C:18]([CH3:21])=[N:19][CH:20]=1)[CH2:7][CH2:8][CH2:9][CH2:10][CH2:11][CH2:12][CH2:13][NH2:14])[CH3:2].Cl[C:24]1[N:29]=[CH:28][CH:27]=[CH:26][N:25]=1.C(N(CC)C(C)C)(C)C. Product: [O-:3][CH2:1][CH3:2].[NH4+:14].[CH2:1]([O:3][C:4](=[O:22])[CH2:5][CH:6]([C:15]1[CH:16]=[N:17][C:18]([CH3:21])=[N:19][CH:20]=1)[CH2:7][CH2:8][CH2:9][CH2:10][CH2:11][CH2:12][CH2:13][NH:14][C:24]1[N:29]=[CH:28][CH:27]=[CH:26][N:25]=1)[CH3:2]. The catalyst class is: 8. (8) Reactant: Cl[C:2]1[CH:3]=[N:4][C:5]2[C:10]([N:11]=1)=[CH:9][C:8]([C:12]([C:14]1[CH:15]=[C:16]([NH:20][C:21](=[O:26])[C:22]([CH3:25])([CH3:24])[CH3:23])[CH:17]=[CH:18][CH:19]=1)=[O:13])=[CH:7][CH:6]=2.C([O-])([O-])=O.[K+].[K+].[NH:33]1[CH2:38][CH2:37][O:36][CH2:35][CH2:34]1. Product: [O:36]1[CH2:37][CH2:38][N:33]([C:2]2[CH:3]=[N:4][C:5]3[C:10]([N:11]=2)=[CH:9][C:8]([C:12]([C:14]2[CH:15]=[C:16]([NH:20][C:21](=[O:26])[C:22]([CH3:25])([CH3:24])[CH3:23])[CH:17]=[CH:18][CH:19]=2)=[O:13])=[CH:7][CH:6]=3)[CH2:34][CH2:35]1. The catalyst class is: 23. (9) Reactant: [Cl:1][C:2]1[CH:7]=[C:6]([OH:8])[CH:5]=[CH:4][N:3]=1.C([O-])([O-])=O.[K+].[K+].Cl[C:16]([F:21])([F:20])C(O)=O. Product: [Cl:1][C:2]1[CH:7]=[C:6]([O:8][CH:16]([F:21])[F:20])[CH:5]=[CH:4][N:3]=1. The catalyst class is: 3. (10) The catalyst class is: 5. Product: [NH2:30][C@H:25]1[CH2:26][C@@H:27]([CH3:29])[CH2:28][N:23]([C:22]2[CH:21]=[CH:20][N:19]=[CH:18][C:17]=2[NH:16][C:14]([C:11]2[N:10]=[C:9]3[N:5]([CH:1]4[CH2:4][CH2:3][CH2:2]4)[CH:6]=[CH:7][C:8]3=[CH:13][CH:12]=2)=[O:15])[CH2:24]1. Reactant: [CH:1]1([N:5]2[C:9]3=[N:10][C:11]([C:14]([NH:16][C:17]4[CH:18]=[N:19][CH:20]=[CH:21][C:22]=4[N:23]4[CH2:28][C@H:27]([CH3:29])[CH2:26][C@H:25]([NH:30]C(=O)OC(C)(C)C)[CH2:24]4)=[O:15])=[CH:12][CH:13]=[C:8]3[CH:7]=[CH:6]2)[CH2:4][CH2:3][CH2:2]1.Cl.O1CCOCC1.N.